Dataset: NCI-60 drug combinations with 297,098 pairs across 59 cell lines. Task: Regression. Given two drug SMILES strings and cell line genomic features, predict the synergy score measuring deviation from expected non-interaction effect. (1) Drug 1: C1=CC(=CC=C1CC(C(=O)O)N)N(CCCl)CCCl.Cl. Drug 2: CC1=C(C=C(C=C1)NC(=O)C2=CC=C(C=C2)CN3CCN(CC3)C)NC4=NC=CC(=N4)C5=CN=CC=C5. Cell line: TK-10. Synergy scores: CSS=2.11, Synergy_ZIP=1.21, Synergy_Bliss=1.10, Synergy_Loewe=-7.66, Synergy_HSA=-4.28. (2) Drug 1: COC1=NC(=NC2=C1N=CN2C3C(C(C(O3)CO)O)O)N. Drug 2: C1=NNC2=C1C(=O)NC=N2. Cell line: OVCAR-5. Synergy scores: CSS=13.8, Synergy_ZIP=-1.32, Synergy_Bliss=-4.68, Synergy_Loewe=6.88, Synergy_HSA=-0.490.